This data is from Catalyst prediction with 721,799 reactions and 888 catalyst types from USPTO. The task is: Predict which catalyst facilitates the given reaction. Reactant: [CH3:1][N:2]1[C:7](=[O:8])[CH:6]=[CH:5][C:4]([C:9](=[O:28])[CH2:10][CH:11]([C:19]2[CH:27]=[CH:26][C:22]([C:23](O)=[O:24])=[CH:21][CH:20]=2)[C:12]2[CH:17]=[CH:16][CH:15]=[CH:14][C:13]=2[CH3:18])=[CH:3]1.[NH2:29][C@H:30]([CH3:33])[CH2:31][OH:32].F[P-](F)(F)(F)(F)F.N1(O[P+](N(C)C)(N(C)C)N(C)C)C2C=CC=CC=2N=N1. Product: [OH:32][CH2:31][C@H:30]([NH:29][C:23](=[O:24])[C:22]1[CH:26]=[CH:27][C:19]([CH:11]([C:12]2[CH:17]=[CH:16][CH:15]=[CH:14][C:13]=2[CH3:18])[CH2:10][C:9]([C:4]2[CH:5]=[CH:6][C:7](=[O:8])[N:2]([CH3:1])[CH:3]=2)=[O:28])=[CH:20][CH:21]=1)[CH3:33]. The catalyst class is: 7.